From a dataset of Full USPTO retrosynthesis dataset with 1.9M reactions from patents (1976-2016). Predict the reactants needed to synthesize the given product. Given the product [OH:2][CH2:28][C:29]1[N:31]=[C:7]([OH:8])[C:9]2[CH2:10][CH2:11][N:12]([C:17]3[C:22]([C:23]([F:24])([F:25])[F:26])=[CH:21][CH:20]=[CH:19][N:18]=3)[CH2:13][CH2:14][C:15]=2[N:30]=1, predict the reactants needed to synthesize it. The reactants are: C[O-:2].[Na+].C(O[C:7]([CH:9]1[C:15](=O)[CH2:14][CH2:13][N:12]([C:17]2[C:22]([C:23]([F:26])([F:25])[F:24])=[CH:21][CH:20]=[CH:19][N:18]=2)[CH2:11][CH2:10]1)=[O:8])C.Cl[CH2:28][C:29]([NH2:31])=[NH:30].